From a dataset of Full USPTO retrosynthesis dataset with 1.9M reactions from patents (1976-2016). Predict the reactants needed to synthesize the given product. Given the product [F:5][C:6]1[CH:7]=[C:8]([C:12]2([CH2:38][OH:39])[CH2:17][CH2:16][CH2:15][N:14]3[N:18]=[C:19](/[CH:21]=[CH:22]/[C:23]4[CH:28]=[CH:27][C:26]([N:29]5[CH:33]=[C:32]([CH3:34])[N:31]=[CH:30]5)=[C:25]([O:35][CH3:36])[CH:24]=4)[N:20]=[C:13]23)[CH:9]=[CH:10][CH:11]=1, predict the reactants needed to synthesize it. The reactants are: C=O.[H-].[Na+].[F:5][C:6]1[CH:7]=[C:8]([CH:12]2[CH2:17][CH2:16][CH2:15][N:14]3[N:18]=[C:19](/[CH:21]=[CH:22]/[C:23]4[CH:28]=[CH:27][C:26]([N:29]5[CH:33]=[C:32]([CH3:34])[N:31]=[CH:30]5)=[C:25]([O:35][CH3:36])[CH:24]=4)[N:20]=[C:13]23)[CH:9]=[CH:10][CH:11]=1.O.[C:38](=O)(O)[O-:39].[Na+].